Task: Predict the product of the given reaction.. Dataset: Forward reaction prediction with 1.9M reactions from USPTO patents (1976-2016) (1) Given the reactants [C:1]([O:5][C:6]([N:8](C(OC(C)(C)C)=O)[C:9]1[O:17][C:16]2[C:11](=[N:12][CH:13]=[C:14]([CH:18]=[CH2:19])[CH:15]=2)[C:10]=1[C:20]([O:22]CC)=[O:21])=[O:7])([CH3:4])([CH3:3])[CH3:2].O[Li].O, predict the reaction product. The product is: [C:1]([O:5][C:6]([NH:8][C:9]1[O:17][C:16]2[C:11](=[N:12][CH:13]=[C:14]([CH:18]=[CH2:19])[CH:15]=2)[C:10]=1[C:20]([OH:22])=[O:21])=[O:7])([CH3:4])([CH3:2])[CH3:3]. (2) Given the reactants C(N(CC)CC)C.[Cl:8][C:9]1[CH:14]=[CH:13][CH:12]=[C:11]([F:15])[C:10]=1[C:16]1[C:20]([C:21](Cl)=[O:22])=[C:19]([CH3:24])[O:18][N:17]=1.[CH3:25][O:26][C:27]([N:29]1[CH2:34][CH2:33][CH2:32][CH:31]([NH2:35])[CH2:30]1)=[O:28], predict the reaction product. The product is: [CH3:25][O:26][C:27]([N:29]1[CH2:34][CH2:33][CH2:32][CH:31]([NH:35][C:21]([C:20]2[C:16]([C:10]3[C:11]([F:15])=[CH:12][CH:13]=[CH:14][C:9]=3[Cl:8])=[N:17][O:18][C:19]=2[CH3:24])=[O:22])[CH2:30]1)=[O:28]. (3) Given the reactants Cl[C:2](=[O:8])[C:3](OCC)=[O:4].[Cl:9][C:10]1[CH:11]=[CH:12][C:13]([CH3:27])=[C:14]([CH:26]=1)[NH:15][C:16]([NH:18][O:19][CH2:20][C:21]([O:23][CH2:24][CH3:25])=[O:22])=[S:17], predict the reaction product. The product is: [Cl:9][C:10]1[CH:11]=[CH:12][C:13]([CH3:27])=[C:14]([N:15]2[C:3](=[O:4])[C:2](=[O:8])[N:18]([O:19][CH2:20][C:21]([O:23][CH2:24][CH3:25])=[O:22])[C:16]2=[S:17])[CH:26]=1. (4) Given the reactants [C:1]([O:5][C:6]([N:8]1[CH2:13][CH2:12][O:11][C:10]2[CH:14]=[C:15](Br)[CH:16]=[N:17][C:9]1=2)=[O:7])([CH3:4])([CH3:3])[CH3:2].[C:19]([O:23]CC1C=CC=CC=1)(=[O:22])[CH:20]=[CH2:21].CC1C=CC=CC=1P(C1C=CC=CC=1C)C1C=CC=CC=1C.CCN(C(C)C)C(C)C.N#N, predict the reaction product. The product is: [C:1]([O:5][C:6]([N:8]1[CH2:13][CH2:12][O:11][C:10]2[CH:14]=[C:15](/[CH:21]=[CH:20]/[C:19]([OH:23])=[O:22])[CH:16]=[N:17][C:9]1=2)=[O:7])([CH3:4])([CH3:3])[CH3:2].